This data is from NCI-60 drug combinations with 297,098 pairs across 59 cell lines. The task is: Regression. Given two drug SMILES strings and cell line genomic features, predict the synergy score measuring deviation from expected non-interaction effect. Drug 1: C1CN1C2=NC(=NC(=N2)N3CC3)N4CC4. Drug 2: C(CC(=O)O)C(=O)CN.Cl. Cell line: LOX IMVI. Synergy scores: CSS=11.5, Synergy_ZIP=-8.53, Synergy_Bliss=-12.6, Synergy_Loewe=-25.8, Synergy_HSA=-11.4.